Dataset: Reaction yield outcomes from USPTO patents with 853,638 reactions. Task: Predict the reaction yield, written as a fraction of the theoretical maximum amount of product (1.0 means a 100% yield; for example, 0.34 means a 34% yield). The reactants are Br[C:2]1[CH:3]=[CH:4][C:5]([F:16])=[C:6]([NH:8][C:9]([C:11]2[S:12][CH:13]=[CH:14][CH:15]=2)=[O:10])[CH:7]=1.O1[CH2:21][CH2:20]OB1.[C:22](=[O:25])([O-])[O-].[Na+].[Na+].CC(=O)O[CH2:31][CH3:32].[Cl-].[Na+].O. The catalyst is COCCOC.CCO.O.[Pd].C1(P(C2C=CC=CC=2)C2C=CC=CC=2)C=CC=CC=1.C1(P(C2C=CC=CC=2)C2C=CC=CC=2)C=CC=CC=1.C1(P(C2C=CC=CC=2)C2C=CC=CC=2)C=CC=CC=1.C1(P(C2C=CC=CC=2)C2C=CC=CC=2)C=CC=CC=1. The product is [CH3:7][C:6]1[C:5]2[CH:4]=[C:20]([CH3:21])[C:31]([C:13]3[S:12][C:11]([C:9]([NH:8][C:6]4[CH:7]=[CH:2][CH:3]=[CH:4][C:5]=4[F:16])=[O:10])=[CH:15][CH:14]=3)=[CH:32][C:22]=2[O:25][N:8]=1. The yield is 0.837.